From a dataset of Reaction yield outcomes from USPTO patents with 853,638 reactions. Predict the reaction yield, written as a fraction of the theoretical maximum amount of product (1.0 means a 100% yield; for example, 0.34 means a 34% yield). (1) The reactants are [CH2:1]([O:3][C@@H:4]1[C@H:9]([NH:10][C:11](=[O:17])[O:12][C:13]([CH3:16])([CH3:15])[CH3:14])[CH:8]=[C:7]([C:18]2[CH:23]=[CH:22][N:21]=[CH:20][C:19]=2[N+:24]([O-])=O)[CH2:6][C@@H:5]1[CH3:27])[CH3:2]. The catalyst is CCCCCCC.CCO. The product is [NH2:24][C:19]1[CH:20]=[N:21][CH:22]=[CH:23][C:18]=1[C@@H:7]1[CH2:8][C@H:9]([NH:10][C:11](=[O:17])[O:12][C:13]([CH3:14])([CH3:15])[CH3:16])[C@H:4]([O:3][CH2:1][CH3:2])[C@H:5]([CH3:27])[CH2:6]1.[NH2:24][C:19]1[CH:20]=[N:21][CH:22]=[CH:23][C:18]=1[C@H:7]1[CH2:8][C@@H:9]([NH:10][C:11](=[O:17])[O:12][C:13]([CH3:14])([CH3:15])[CH3:16])[C@@H:4]([O:3][CH2:1][CH3:2])[C@@H:5]([CH3:27])[CH2:6]1. The yield is 0.330. (2) The reactants are [O:1]1[CH:5]=[CH:4][CH:3]=[C:2]1[C:6]1[N:10]([C:11]2[CH:16]=[CH:15][C:14]([O:17][CH3:18])=[CH:13][CH:12]=2)[N:9]=[C:8]([C:19]([NH2:21])=O)[CH:7]=1.N1C=CC=CC=1.O1CCOCC1.FC(F)(F)C(OC(=O)C(F)(F)F)=O. The catalyst is C(OCC)(=O)C.O. The product is [O:1]1[CH:5]=[CH:4][CH:3]=[C:2]1[C:6]1[N:10]([C:11]2[CH:16]=[CH:15][C:14]([O:17][CH3:18])=[CH:13][CH:12]=2)[N:9]=[C:8]([C:19]#[N:21])[CH:7]=1. The yield is 0.740. (3) The reactants are Cl[C:2]1[N:7]=[N:6][C:5]([C:8]([O:10][CH3:11])=[O:9])=[CH:4][CH:3]=1.[F:12][C:13]1[C:14]([C:19]2([CH2:23][NH2:24])[CH2:22][CH2:21][CH2:20]2)=[N:15][CH:16]=[CH:17][CH:18]=1.CCN(C(C)C)C(C)C.CN1C(=O)CCC1. The catalyst is O.C(OCC)(=O)C. The product is [F:12][C:13]1[C:14]([C:19]2([CH2:23][NH:24][C:2]3[N:7]=[N:6][C:5]([C:8]([O:10][CH3:11])=[O:9])=[CH:4][CH:3]=3)[CH2:22][CH2:21][CH2:20]2)=[N:15][CH:16]=[CH:17][CH:18]=1. The yield is 0.480. (4) The reactants are [F:1][C:2]1[CH:3]=[C:4]2[C:9](=[CH:10][CH:11]=1)[N:8]=[C:7]([NH:12][C:13](=[O:17])OCC)[C:6]([O:18][CH3:19])=[N:5]2.[F:20][C:21]1[CH:26]=[CH:25][CH:24]=[CH:23][C:22]=1[N:27]1[CH2:32][CH2:31][NH:30][CH2:29][CH2:28]1. No catalyst specified. The product is [F:1][C:2]1[CH:3]=[C:4]2[C:9](=[CH:10][CH:11]=1)[N:8]=[C:7]([NH:12][C:13]([N:30]1[CH2:29][CH2:28][N:27]([C:22]3[CH:23]=[CH:24][CH:25]=[CH:26][C:21]=3[F:20])[CH2:32][CH2:31]1)=[O:17])[C:6]([O:18][CH3:19])=[N:5]2. The yield is 0.850. (5) The reactants are C[O:2][C:3]([C:5]1[C:19](C(OC)=O)=[C:8]2[CH:9]=[C:10]([C:13]3[CH:18]=[CH:17][CH:16]=[CH:15][CH:14]=3)[CH:11]=[CH:12][N:7]2[N:6]=1)=[O:4]. The catalyst is OS(O)(=O)=O.O. The product is [C:13]1([C:10]2[CH:11]=[CH:12][N:7]3[N:6]=[C:5]([C:3]([OH:4])=[O:2])[CH:19]=[C:8]3[CH:9]=2)[CH:14]=[CH:15][CH:16]=[CH:17][CH:18]=1. The yield is 0.950. (6) The reactants are Br[C:2]1[CH:3]=[C:4]([CH:8]=[CH:9][C:10]2[CH:17]=[CH:16][C:13]([C:14]#[N:15])=[C:12]([NH:18][CH2:19][C:20]3[CH:25]=[CH:24][C:23]([O:26][CH3:27])=[CH:22][CH:21]=3)[N:11]=2)[CH:5]=[CH:6][CH:7]=1. The catalyst is CCO.C1COCC1.[OH-].[OH-].[Pd+2]. The product is [CH3:27][O:26][C:23]1[CH:24]=[CH:25][C:20]([CH2:19][NH:18][C:12]2[N:11]=[C:10]([CH2:9][CH2:8][C:4]3[CH:3]=[C:2]([C:21]4[CH:20]=[CH:25][CH:24]=[C:23]([O:26][CH3:27])[CH:22]=4)[CH:7]=[CH:6][CH:5]=3)[CH:17]=[CH:16][C:13]=2[C:14]#[N:15])=[CH:21][CH:22]=1. The yield is 0.600. (7) The reactants are [NH2:1][C:2]1[C:9]([F:10])=[CH:8][C:5]([CH2:6][NH2:7])=[C:4]([F:11])[CH:3]=1.[C:12]([C:16]1[CH:25]=[CH:24][C:19]([CH2:20][N:21]=[C:22]=[S:23])=[CH:18][CH:17]=1)([CH3:15])([CH3:14])[CH3:13]. The catalyst is C(OCC)(=O)C. The product is [NH2:1][C:2]1[C:9]([F:10])=[CH:8][C:5]([CH2:6][NH:7][C:22]([NH:21][CH2:20][C:19]2[CH:24]=[CH:25][C:16]([C:12]([CH3:15])([CH3:14])[CH3:13])=[CH:17][CH:18]=2)=[S:23])=[C:4]([F:11])[CH:3]=1. The yield is 0.250. (8) The reactants are [OH-].[Na+].[NH2:3][C:4]1[C:9]([CH:10]=[CH2:11])=[C:8]([C:12]([O:14]C)=[O:13])[N:7]=[C:6]([C:16]2[CH:21]=[CH:20][C:19]([Cl:22])=[C:18]([O:23][CH3:24])[C:17]=2[F:25])[N:5]=1. The catalyst is O. The product is [NH2:3][C:4]1[C:9]([CH:10]=[CH2:11])=[C:8]([C:12]([OH:14])=[O:13])[N:7]=[C:6]([C:16]2[CH:21]=[CH:20][C:19]([Cl:22])=[C:18]([O:23][CH3:24])[C:17]=2[F:25])[N:5]=1. The yield is 0.290. (9) The reactants are [CH:1]([C@@H:4]1[C:9]([O:10][CH3:11])=[N:8][C@:7]([CH2:13][CH2:14]O)([CH3:12])[C:6]([O:16][CH3:17])=[N:5]1)([CH3:3])[CH3:2].C(Br)(Br)(Br)[Br:19].C1C=CC(P(C2C=CC=CC=2)C2C=CC=CC=2)=CC=1. The catalyst is C(Cl)Cl. The product is [Br:19][CH2:14][CH2:13][C@@:7]1([CH3:12])[C:6]([O:16][CH3:17])=[N:5][C@H:4]([CH:1]([CH3:3])[CH3:2])[C:9]([O:10][CH3:11])=[N:8]1. The yield is 0.831. (10) The reactants are [Cl:1][C:2]1[C:10]([N+:11]([O-:13])=[O:12])=[CH:9][CH:8]=[CH:7][C:3]=1[C:4]([OH:6])=[O:5].[CH3:14]C1C=CC(S(O)(=O)=O)=CC=1. The catalyst is CO. The product is [Cl:1][C:2]1[C:10]([N+:11]([O-:13])=[O:12])=[CH:9][CH:8]=[CH:7][C:3]=1[C:4]([O:6][CH3:14])=[O:5]. The yield is 0.906.